Dataset: Experimentally validated miRNA-target interactions with 360,000+ pairs, plus equal number of negative samples. Task: Binary Classification. Given a miRNA mature sequence and a target amino acid sequence, predict their likelihood of interaction. (1) The protein sequence of the target gene is MATNESVSIFSSASLAVEYVDSLLPENPLQEPFKNAWNYMLNNYTKFQIATWGSLIVHEALYFLFCLPGFLFQFIPYMKKYKIQKDKPETWENQWKCFKVLLFNHFCIQLPLICGTYYFTEYFNIPYDWERMPRWYFLLARCFGCAVIEDTWHYFLHRLLHHKRIYKYIHKVHHEFQAPFGMEAEYAHPLETLILGTGFFIGIVLLCDHVILLWAWVTIRLLETIDVHSGYDIPLNPLNLIPFYAGSRHHDFHHMNFIGNYASTFTWWDRIFGTDSQYNAYNEKRKKFEKKTE. Result: 1 (interaction). The miRNA is hsa-miR-1910-3p with sequence GAGGCAGAAGCAGGAUGACA. (2) The miRNA is mmu-miR-7a-1-3p with sequence CAACAAAUCACAGUCUGCCAUA. The protein sequence of the target gene is MAVDITLLFRASVKTVKTRNKALGVAVGGGVDGSRDELFRRSPRPKGDFSSRAREVISHIGKLRDFLLEHRKDYINAYSHTMSEYGRMTDTERDQIDQDAQIFMRTCSEAIQQLRTEAHKEIHSQQVKEHRTAVLDFIEDYLKRVCKLYSEQRAIRVKRVVDKKRLSKLEPEPNTKTRESTSSEKVSQSPSKDSEENPATEERPEKILAETQPELGTWGDGKGEDELSPEEIQMFEQENQRLIGEMNSLFDEVRQIEGRVVEISRLQEIFTEKVLQQEAEIDSIHQLVVGATENIKEGNE.... Result: 0 (no interaction). (3) The miRNA is hsa-miR-100-5p with sequence AACCCGUAGAUCCGAACUUGUG. The protein sequence of the target gene is MSYVFVNDSSQTNVPLLQACIDGDFNYSKRLLESGFDPNIRDSRGRTGLHLAAARGNVDICQLLHKFGADLLATDYQGNTALHLCGHVDTIQFLVSNGLKIDICNHQGATPLVLAKRRGVNKDVIRLLESLEEQEVKGFNRGTHSKLETMQTAESESAMESHSLLNPNLQQGEGVLSSFRTTWQEFVEDLGFWRVLLLIFVIALLSLGIAYYVSGVLPFVENQPELVH. Result: 0 (no interaction). (4) The miRNA is hsa-miR-5010-3p with sequence UUUUGUGUCUCCCAUUCCCCAG. The protein sequence of the target gene is MAEEPQSVLQLPTSIAAGGEGLTDVSPETTTPEPPSSAAVSPGTEEPAGDTKKKIDILLKAVGDTPIMKTKKWAVERTRTIQGLIDFIKKFLKLVASEQLFIYVNQSFAPSPDQEVGTLYECFGSDGKLVLHYCKSQAWG. Result: 0 (no interaction). (5) Result: 0 (no interaction). The protein sequence of the target gene is MLSKCLQHFLKATISHPYPASYSWLISKHRFYGTVPAAMLRRRVVITGIGLVTPLGVGTQLVWDRLLRGESGIVSVVGDEYKNIPCSVAAYVPRGPHEGQFNEENFVSKSDAKSMSSSTIMAVGAAELALKDSGWHPKREADQVATGVAIGMGMVPLEVISETALLFQTKGYNKVSPFFVPKILINMAAGQVSIRYKLKGPNHSVSTACTTGAHAVGDSFRFIAHGDADVMVAGGTDSCISPLSLAGFSRARALSSNPDPKLACRPFHPERDGFVMGEGAAVLVLEEHEHAVQRGARIYA.... The miRNA is hcmv-miR-US33-5p with sequence GAUUGUGCCCGGACCGUGGGCG. (6) Result: 0 (no interaction). The protein sequence of the target gene is MAPPGLPLWLLSTALLSLLAGSSAFLSHPRLKGRFQRDRRNIRPNIILVLTDDQDVELGSMQVMNKTRRIMEQGGAHFINAFVTTPMCCPSRSSILTGKYVHNHNTYTNNENCSSPSWQAQHESRTFAVYLNSTGYRTAFFGKYLNEYNGSYVPPGWKEWVGLLKNSRFYNYTLCRNGVKEKHGSDYSTDYLTDLITNDSVSFFRTSKKMYPHRPVLMVISHAAPHGPEDSAPQYSRLFPNASQHITPSYNYAPNPDKHWIMRYTGPMKPIHMEFTNMLQRKRLQTLMSVDDSMETIYDM.... The miRNA is rno-miR-139-5p with sequence UCUACAGUGCACGUGUCUCCAG.